Dataset: Full USPTO retrosynthesis dataset with 1.9M reactions from patents (1976-2016). Task: Predict the reactants needed to synthesize the given product. Given the product [F:1][C:2]([F:26])([F:27])[C:3]1[CH:4]=[C:5]([NH:9][C:10](=[O:25])[C:11](=[CH:31][C:30]2[CH:33]=[CH:34][C:35]([CH3:37])=[CH:36][C:29]=2[CH3:28])[C:12]([NH:14][C:15]2[CH:20]=[CH:19][CH:18]=[C:17]([C:21]([F:24])([F:23])[F:22])[CH:16]=2)=[O:13])[CH:6]=[CH:7][CH:8]=1, predict the reactants needed to synthesize it. The reactants are: [F:1][C:2]([F:27])([F:26])[C:3]1[CH:4]=[C:5]([NH:9][C:10](=[O:25])[CH2:11][C:12]([NH:14][C:15]2[CH:20]=[CH:19][CH:18]=[C:17]([C:21]([F:24])([F:23])[F:22])[CH:16]=2)=[O:13])[CH:6]=[CH:7][CH:8]=1.[CH3:28][C:29]1[CH:36]=[C:35]([CH3:37])[CH:34]=[CH:33][C:30]=1[CH:31]=O.